From a dataset of Forward reaction prediction with 1.9M reactions from USPTO patents (1976-2016). Predict the product of the given reaction. The product is: [C:21]([O:1][C@H:2]1[CH2:6][CH2:5][N:4]([C:7]([O:9][C:10]([CH3:13])([CH3:12])[CH3:11])=[O:8])[CH2:3]1)(=[O:28])[C:22]1[CH:27]=[CH:26][CH:25]=[CH:24][CH:23]=1. Given the reactants [OH:1][C@H:2]1[CH2:6][CH2:5][N:4]([C:7]([O:9][C:10]([CH3:13])([CH3:12])[CH3:11])=[O:8])[CH2:3]1.CCN(CC)CC.[C:21](Cl)(=[O:28])[C:22]1[CH:27]=[CH:26][CH:25]=[CH:24][CH:23]=1, predict the reaction product.